From a dataset of Reaction yield outcomes from USPTO patents with 853,638 reactions. Predict the reaction yield, written as a fraction of the theoretical maximum amount of product (1.0 means a 100% yield; for example, 0.34 means a 34% yield). The reactants are [CH:1]([C:3]1[CH:18]=[CH:17][C:6]([O:7][C:8]2[CH:16]=[CH:15][C:11]([C:12]([NH2:14])=[O:13])=[CH:10][N:9]=2)=[C:5]([O:19][CH3:20])[CH:4]=1)=O.[N:21]1([CH2:27][CH2:28][NH2:29])[CH2:26][CH2:25][O:24][CH2:23][CH2:22]1. No catalyst specified. The product is [CH3:20][O:19][C:5]1[CH:4]=[C:3]([CH2:1][NH:29][CH2:28][CH2:27][N:21]2[CH2:26][CH2:25][O:24][CH2:23][CH2:22]2)[CH:18]=[CH:17][C:6]=1[O:7][C:8]1[CH:16]=[CH:15][C:11]([C:12]([NH2:14])=[O:13])=[CH:10][N:9]=1. The yield is 0.490.